Predict the product of the given reaction. From a dataset of Forward reaction prediction with 1.9M reactions from USPTO patents (1976-2016). (1) Given the reactants [NH2:1][C:2]1[C:7]([NH2:8])=[C:6]([CH3:9])[C:5]([Cl:10])=[CH:4][N:3]=1.[OH:11][C:12]1[CH:19]=[CH:18][C:15]([CH:16]=O)=[CH:14][C:13]=1[N+:20]([O-:22])=[O:21].O.C1(C)C=CC(S(O)(=O)=O)=CC=1, predict the reaction product. The product is: [Cl:10][C:5]1[C:6]([CH3:9])=[C:7]2[N:8]=[C:16]([C:15]3[CH:18]=[CH:19][C:12]([OH:11])=[C:13]([N+:20]([O-:22])=[O:21])[CH:14]=3)[NH:1][C:2]2=[N:3][CH:4]=1. (2) Given the reactants [CH2:1]([O:3][C:4](=[O:17])[CH2:5][C:6]1[CH:11]=[C:10]([C:12]([F:15])([F:14])[F:13])[CH:9]=[C:8]([OH:16])[CH:7]=1)[CH3:2].C1C=CC(N([S:25]([C:28]([F:31])([F:30])[F:29])(=[O:27])=[O:26])[S:25]([C:28]([F:31])([F:30])[F:29])(=[O:27])=[O:26])=CC=1, predict the reaction product. The product is: [CH2:1]([O:3][C:4](=[O:17])[CH2:5][C:6]1[CH:11]=[C:10]([C:12]([F:13])([F:15])[F:14])[CH:9]=[C:8]([O:16][S:25]([C:28]([F:31])([F:30])[F:29])(=[O:27])=[O:26])[CH:7]=1)[CH3:2]. (3) Given the reactants [CH:1]([Si:4]([C:11]#[CH:12])([CH:8]([CH3:10])[CH3:9])[CH:5]([CH3:7])[CH3:6])([CH3:3])[CH3:2].C(N(CC)CC)C.O=O.[Br:22][C:23]1[CH:28]=[CH:27][C:26](I)=[CH:25][CH:24]=1, predict the reaction product. The product is: [Br:22][C:23]1[CH:28]=[CH:27][C:26]([C:12]#[C:11][Si:4]([CH:5]([CH3:6])[CH3:7])([CH:1]([CH3:3])[CH3:2])[CH:8]([CH3:10])[CH3:9])=[CH:25][CH:24]=1. (4) Given the reactants CN(C(ON1N=[N:16][C:11]2[CH:12]=CC=N[C:10]1=2)=[N+](C)C)C.F[P-](F)(F)(F)(F)F.CC(N)C.[F:29][CH:30]([F:62])[O:31][C:32]1[CH:33]=[C:34]2[C:38](=[CH:39][CH:40]=1)[N:37]([CH3:41])[N:36]=[C:35]2[C:42]1[N:43]=[C:44]2[C:50]([C:51]([OH:53])=O)=[CH:49][N:48]([CH2:54][O:55][CH2:56][CH2:57][Si:58]([CH3:61])([CH3:60])[CH3:59])[C:45]2=[N:46][CH:47]=1, predict the reaction product. The product is: [F:62][CH:30]([F:29])[O:31][C:32]1[CH:33]=[C:34]2[C:38](=[CH:39][CH:40]=1)[N:37]([CH3:41])[N:36]=[C:35]2[C:42]1[N:43]=[C:44]2[C:50]([C:51]([NH:16][CH:11]([CH3:12])[CH3:10])=[O:53])=[CH:49][N:48]([CH2:54][O:55][CH2:56][CH2:57][Si:58]([CH3:59])([CH3:60])[CH3:61])[C:45]2=[N:46][CH:47]=1.